Dataset: Forward reaction prediction with 1.9M reactions from USPTO patents (1976-2016). Task: Predict the product of the given reaction. Given the reactants [CH3:1][O:2][C:3]([C:5]1[CH:6]=[CH:7][C:8](N)=[C:9]2[O:13][CH:12]=[CH:11][C:10]=12)=[O:4].[N:15]1C=CC=CC=1.[CH3:21][S:22](Cl)(=[O:24])=[O:23], predict the reaction product. The product is: [CH3:1][O:2][C:3]([C:5]1[CH:6]=[CH:7][C:8]([S:22]([CH3:21])(=[O:24])=[O:23])=[C:9]2[O:13][C:12]([NH2:15])=[CH:11][C:10]=12)=[O:4].